Predict which catalyst facilitates the given reaction. From a dataset of Catalyst prediction with 721,799 reactions and 888 catalyst types from USPTO. (1) Reactant: [Br:1][C:2]1[S:6][C:5]([S:7]([NH:10][CH2:11][CH2:12][OH:13])(=[O:9])=[O:8])=[CH:4][CH:3]=1.N1C=CN=C1.[C:19]([Si:23](Cl)([CH3:25])[CH3:24])([CH3:22])([CH3:21])[CH3:20]. Product: [Br:1][C:2]1[S:6][C:5]([S:7]([NH:10][CH2:11][CH2:12][O:13][Si:23]([C:19]([CH3:22])([CH3:21])[CH3:20])([CH3:25])[CH3:24])(=[O:9])=[O:8])=[CH:4][CH:3]=1. The catalyst class is: 2. (2) Reactant: O1CCCC1.C(O)C.CN(C)/[CH:11]=[CH:12]/[C:13]1[CH:22]=[CH:21][C:16]([C:17]([O:19][CH3:20])=[O:18])=[CH:15][C:14]=1[N+:23]([O-])=O.S(S([O-])=O)([O-])=O.[Na+].[Na+]. Product: [CH3:20][O:19][C:17]([C:16]1[CH:15]=[C:14]2[C:13]([CH:12]=[CH:11][NH:23]2)=[CH:22][CH:21]=1)=[O:18]. The catalyst class is: 6. (3) Reactant: [NH2:1][C:2]1[N:7]=[C:6]([C:8]2[O:9][CH:10]=[CH:11][CH:12]=2)[C:5]([C:13]#[N:14])=[C:4](S(C)(=O)=O)[N:3]=1.[CH2:19]([OH:27])[CH2:20][C:21]1[CH:26]=[CH:25][CH:24]=[CH:23][CH:22]=1.C1CCN2C(=NCCC2)CC1. Product: [NH2:1][C:2]1[N:7]=[C:6]([C:8]2[O:9][CH:10]=[CH:11][CH:12]=2)[C:5]([C:13]#[N:14])=[C:4]([O:27][CH2:19][CH2:20][C:21]2[CH:26]=[CH:25][CH:24]=[CH:23][CH:22]=2)[N:3]=1. The catalyst class is: 57. (4) Reactant: Cl[C:2]1[N:28]=[C:27]([C:29]([F:32])([F:31])[F:30])[CH:26]=[CH:25][C:3]=1[C:4]([NH:6][CH2:7][C:8]1([CH2:21][CH:22]2[CH2:24][CH2:23]2)[CH2:13][CH2:12][CH:11]([S:14]([CH2:17][CH:18]2[CH2:20][CH2:19]2)(=[O:16])=[O:15])[CH2:10][CH2:9]1)=[O:5].[CH3:33][O-:34].[Na+].O. Product: [CH:18]1([CH2:17][S:14]([CH:11]2[CH2:12][CH2:13][C:8]([CH2:7][NH:6][C:4](=[O:5])[C:3]3[CH:25]=[CH:26][C:27]([C:29]([F:32])([F:31])[F:30])=[N:28][C:2]=3[O:34][CH3:33])([CH2:21][CH:22]3[CH2:24][CH2:23]3)[CH2:9][CH2:10]2)(=[O:16])=[O:15])[CH2:20][CH2:19]1. The catalyst class is: 5. (5) Reactant: [CH:1]([C:4]1[CH:9]=[CH:8][CH:7]=[CH:6][C:5]=1[S:10][C:11]1[CH:16]=[CH:15][C:14](/[CH:17]=[CH:18]/[C:19]([N:21]2[CH2:26][CH2:25][CH2:24][CH2:23][CH:22]2[C:27]([O:29]CC)=[O:28])=[O:20])=[CH:13][C:12]=1[N+:32]([O-:34])=[O:33])([CH3:3])[CH3:2]. Product: [CH:1]([C:4]1[CH:9]=[CH:8][CH:7]=[CH:6][C:5]=1[S:10][C:11]1[CH:16]=[CH:15][C:14](/[CH:17]=[CH:18]/[C:19]([N:21]2[CH2:26][CH2:25][CH2:24][CH2:23][CH:22]2[C:27]([OH:29])=[O:28])=[O:20])=[CH:13][C:12]=1[N+:32]([O-:34])=[O:33])([CH3:3])[CH3:2]. The catalyst class is: 6. (6) Reactant: [CH3:1][S:2](Cl)(=[O:4])=[O:3].[OH:6][CH2:7][C:8]1[N:13]=[CH:12][CH:11]=[CH:10][N:9]=1.C(N(CC)CC)C.O. Product: [CH3:1][S:2]([O:6][CH2:7][C:8]1[N:13]=[CH:12][CH:11]=[CH:10][N:9]=1)(=[O:4])=[O:3]. The catalyst class is: 2. (7) Reactant: C(OC([N:8]1[CH2:13][CH2:12][C:11]([C:15]2[CH:20]=[CH:19][C:18]([Cl:21])=[CH:17][CH:16]=2)([OH:14])[C:10]([CH3:23])([CH3:22])[CH2:9]1)=O)(C)(C)C.FC(F)(F)C(O)=O. Product: [Cl:21][C:18]1[CH:19]=[CH:20][C:15]([C:11]2([OH:14])[CH2:12][CH2:13][NH:8][CH2:9][C:10]2([CH3:22])[CH3:23])=[CH:16][CH:17]=1. The catalyst class is: 2. (8) Reactant: Cl[C:2]1[C:11]([Cl:12])=[N:10][C:9]2[C:4](=[CH:5][CH:6]=[C:7]([C:13]([F:16])([F:15])[F:14])[CH:8]=2)[N:3]=1.[CH3:17][N:18]1[CH2:23][CH2:22][NH:21][CH2:20][CH2:19]1. Product: [Cl:12][C:11]1[C:2]([N:21]2[CH2:22][CH2:23][N:18]([CH3:17])[CH2:19][CH2:20]2)=[N:3][C:4]2[C:9]([N:10]=1)=[CH:8][C:7]([C:13]([F:16])([F:15])[F:14])=[CH:6][CH:5]=2. The catalyst class is: 14. (9) Reactant: [C:1]([C:4]1[C:5]([NH:11][C:12]2[CH:17]=[CH:16][C:15]([N:18]3[CH2:23][CH2:22][N:21]([C:24]([O:26][CH2:27][C:28]4[CH:33]=[CH:32][CH:31]=[CH:30][CH:29]=4)=[O:25])[CH2:20][CH2:19]3)=[CH:14][CH:13]=2)=[N:6][C:7](Cl)=[CH:8][CH:9]=1)(=[O:3])[NH2:2].[NH:34]1[CH2:39][CH2:38][CH2:37][C@@H:36]([NH:40][C:41](=[O:47])[O:42][C:43]([CH3:46])([CH3:45])[CH3:44])[CH2:35]1.CCN(C(C)C)C(C)C. Product: [C:43]([O:42][C:41]([NH:40][C@@H:36]1[CH2:37][CH2:38][CH2:39][N:34]([C:7]2[N:6]=[C:5]([NH:11][C:12]3[CH:17]=[CH:16][C:15]([N:18]4[CH2:23][CH2:22][N:21]([C:24]([O:26][CH2:27][C:28]5[CH:33]=[CH:32][CH:31]=[CH:30][CH:29]=5)=[O:25])[CH2:20][CH2:19]4)=[CH:14][CH:13]=3)[C:4]([C:1](=[O:3])[NH2:2])=[CH:9][CH:8]=2)[CH2:35]1)=[O:47])([CH3:46])([CH3:44])[CH3:45]. The catalyst class is: 60.